From a dataset of Reaction yield outcomes from USPTO patents with 853,638 reactions. Predict the reaction yield, written as a fraction of the theoretical maximum amount of product (1.0 means a 100% yield; for example, 0.34 means a 34% yield). (1) The reactants are O[CH2:2][C:3]1[CH:12]=[N:11][C:10]2[N:9]3[CH2:13][CH2:14][CH2:15][CH2:16][C@H:8]3[C:7](=[O:17])[NH:6][C:5]=2[CH:4]=1.Cl.[CH3:19][O:20][C:21]1[CH:22]=[C:23]([CH:26]=[CH:27][C:28]=1[N:29]1[CH2:34][CH2:33][NH:32][CH2:31][CH2:30]1)[C:24]#[N:25].[I-].C(C[P+](C)(C)C)#N.C(N(CC)C(C)C)(C)C. The catalyst is C(#N)CC.CC#N. The product is [CH3:19][O:20][C:21]1[CH:22]=[C:23]([CH:26]=[CH:27][C:28]=1[N:29]1[CH2:30][CH2:31][N:32]([CH2:2][C:3]2[CH:12]=[N:11][C:10]3[N:9]4[CH2:13][CH2:14][CH2:15][CH2:16][C@H:8]4[C:7](=[O:17])[NH:6][C:5]=3[CH:4]=2)[CH2:33][CH2:34]1)[C:24]#[N:25]. The yield is 0.449. (2) The reactants are [Cl-].O[NH3+:3].[C:4](=[O:7])([O-])[OH:5].[Na+].CS(C)=O.[CH:13]([O:16][C:17]1[CH:22]=[CH:21][C:20]([N:23]2[C:28](=[O:29])[C:27]([CH2:30][C:31]3[CH:36]=[CH:35][C:34]([C:37]4[C:38]([C:43]#[N:44])=[CH:39][CH:40]=[CH:41][CH:42]=4)=[CH:33][CH:32]=3)=[C:26]([CH2:45][CH2:46][CH3:47])[N:25]=[CH:24]2)=[CH:19][CH:18]=1)([CH3:15])[CH3:14]. The catalyst is C(OCC)(=O)C. The product is [CH:13]([O:16][C:17]1[CH:18]=[CH:19][C:20]([N:23]2[C:28](=[O:29])[C:27]([CH2:30][C:31]3[CH:36]=[CH:35][C:34]([C:37]4[CH:42]=[CH:41][CH:40]=[CH:39][C:38]=4[C:43]4[NH:3][C:4](=[O:7])[O:5][N:44]=4)=[CH:33][CH:32]=3)=[C:26]([CH2:45][CH2:46][CH3:47])[N:25]=[CH:24]2)=[CH:21][CH:22]=1)([CH3:15])[CH3:14]. The yield is 0.830. (3) The reactants are Br[C:2]1[CH:3]=[C:4]2[C:8](=[CH:9][CH:10]=1)[N:7]([CH:11]1[CH2:17][CH:16]3[N:18]([CH3:19])[CH:13]([CH2:14][CH2:15]3)[CH2:12]1)[CH:6]=[CH:5]2.C(P(C(C)(C)C)C(C)(C)C)(C)(C)C.C[Si]([N-:37][Si](C)(C)C)(C)C.[Li+]. The catalyst is C1C=CC(/C=C/C(/C=C/C2C=CC=CC=2)=O)=CC=1.C1C=CC(/C=C/C(/C=C/C2C=CC=CC=2)=O)=CC=1.C1C=CC(/C=C/C(/C=C/C2C=CC=CC=2)=O)=CC=1.[Pd].[Pd].O1CCCC1. The product is [CH3:19][N:18]1[CH:16]2[CH2:15][CH2:14][CH:13]1[CH2:12][CH:11]([N:7]1[C:8]3[C:4](=[CH:3][C:2]([NH2:37])=[CH:10][CH:9]=3)[CH:5]=[CH:6]1)[CH2:17]2. The yield is 0.376. (4) The reactants are CN([CH:4]=[O:5])C.[C:6](Cl)(=[O:10])[C:7](Cl)=O.C[C:13]1[CH:18]=[CH:17][N:16]=[C:15]([S:19][CH3:20])[N:14]=1. The catalyst is C(Cl)(Cl)Cl. The product is [OH:5]/[CH:4]=[C:7](\[C:13]1[CH:18]=[CH:17][N:16]=[C:15]([S:19][CH3:20])[N:14]=1)/[CH:6]=[O:10]. The yield is 1.00.